The task is: Regression. Given two drug SMILES strings and cell line genomic features, predict the synergy score measuring deviation from expected non-interaction effect.. This data is from NCI-60 drug combinations with 297,098 pairs across 59 cell lines. (1) Drug 1: CC(C1=C(C=CC(=C1Cl)F)Cl)OC2=C(N=CC(=C2)C3=CN(N=C3)C4CCNCC4)N. Drug 2: C1C(C(OC1N2C=NC3=C2NC=NCC3O)CO)O. Cell line: NCI/ADR-RES. Synergy scores: CSS=4.08, Synergy_ZIP=0.0664, Synergy_Bliss=4.58, Synergy_Loewe=3.70, Synergy_HSA=3.44. (2) Drug 1: CNC(=O)C1=NC=CC(=C1)OC2=CC=C(C=C2)NC(=O)NC3=CC(=C(C=C3)Cl)C(F)(F)F. Drug 2: CC(C)(C#N)C1=CC(=CC(=C1)CN2C=NC=N2)C(C)(C)C#N. Cell line: SF-539. Synergy scores: CSS=-5.27, Synergy_ZIP=1.69, Synergy_Bliss=-3.18, Synergy_Loewe=-8.63, Synergy_HSA=-7.67.